This data is from Catalyst prediction with 721,799 reactions and 888 catalyst types from USPTO. The task is: Predict which catalyst facilitates the given reaction. (1) Reactant: [F:1][C:2]1[CH:7]=[CH:6][C:5]([S:8][C:9]2[N:10]=[C:11]([N:19]([C:27]3[N:31](CC4C=CC(OC)=CC=4)[N:30]=[CH:29][CH:28]=3)C(=O)OC(C)(C)C)[C:12]3[CH:17]=[CH:16][N:15]([CH3:18])[C:13]=3[N:14]=2)=[CH:4][CH:3]=1. Product: [F:1][C:2]1[CH:7]=[CH:6][C:5]([S:8][C:9]2[N:10]=[C:11]([NH:19][C:27]3[CH:28]=[CH:29][NH:30][N:31]=3)[C:12]3[CH:17]=[CH:16][N:15]([CH3:18])[C:13]=3[N:14]=2)=[CH:4][CH:3]=1. The catalyst class is: 67. (2) Reactant: [F:1][C:2]1([F:17])[O:6][C:5]2[CH:7]=[CH:8][C:9]([C:11]3([C:14](Cl)=[O:15])[CH2:13][CH2:12]3)=[CH:10][C:4]=2[O:3]1.[NH2:18][C:19]1[CH:27]=[CH:26][C:25]2[N:24]([CH2:28][CH2:29][OH:30])[C:23]([C:31]([CH3:34])([CH3:33])[CH3:32])=[CH:22][C:21]=2[C:20]=1[C:35]#[N:36].C(N(CC)CC)C. Product: [C:31]([C:23]1[N:24]([CH2:28][CH2:29][OH:30])[C:25]2[C:21]([CH:22]=1)=[C:20]([C:35]#[N:36])[C:19]([NH:18][C:14]([C:11]1([C:9]3[CH:8]=[CH:7][C:5]4[O:6][C:2]([F:17])([F:1])[O:3][C:4]=4[CH:10]=3)[CH2:13][CH2:12]1)=[O:15])=[CH:27][CH:26]=2)([CH3:34])([CH3:32])[CH3:33]. The catalyst class is: 4. (3) Reactant: C(NCC)C.[BH3-]C#N.[Na+].C([C@H]1C[O:20][C:19](=[O:22])N1C(=O)C[C@@H](C1C=CC(OCC2SC(C3C=CC(C=O)=CC=3)=NC=2C)=CC=1)C1C=CON=1)C1C=CC=CC=1.Cl.C([C@H]1COC(=O)N1C(=O)[CH2:69][C@@H:70]([C:76]1[CH:81]=[CH:80][C:79]([O:82][CH2:83][C:84]2[S:88][C:87]([C:89]3[CH:94]=[CH:93][C:92]([CH2:95][N:96]([CH2:99][CH3:100])[CH2:97][CH3:98])=[CH:91][CH:90]=3)=[N:86][C:85]=2[CH3:101])=[CH:78][CH:77]=1)[C:71]1[CH:75]=[CH:74][O:73][N:72]=1)C1C=CC=CC=1. Product: [CH2:97]([N:96]([CH2:95][C:92]1[CH:93]=[CH:94][C:89]([C:87]2[S:88][C:84]([CH2:83][O:82][C:79]3[CH:78]=[CH:77][C:76]([C@@H:70]([C:71]4[CH:75]=[CH:74][O:73][N:72]=4)[CH2:69][C:19]([OH:22])=[O:20])=[CH:81][CH:80]=3)=[C:85]([CH3:101])[N:86]=2)=[CH:90][CH:91]=1)[CH2:99][CH3:100])[CH3:98]. The catalyst class is: 26. (4) Product: [C:50]([O:28][C:27](=[O:40])[CH2:26][C@H:25]([O:24][C:19]1[CH:20]=[CH:21][CH:22]=[CH:23][C:18]=1[C:4]1[CH:5]=[CH:6][C:7]([C:8]([O:10][CH2:11][C:12]2[CH:17]=[CH:16][CH:15]=[CH:14][CH:13]=2)=[O:9])=[C:2]([F:1])[CH:3]=1)[CH3:29])([CH3:55])([CH3:52])[CH3:49]. Reactant: [F:1][C:2]1[CH:3]=[C:4]([C:18]2[CH:23]=[CH:22][CH:21]=[CH:20][C:19]=2[O:24][C@H:25]([CH3:29])[CH2:26][CH2:27][OH:28])[CH:5]=[CH:6][C:7]=1[C:8]([O:10][CH2:11][C:12]1[CH:17]=[CH:16][CH:15]=[CH:14][CH:13]=1)=[O:9].P([O-])([O-])([O-])=O.Cl([O-])=O.[Na+].Cl[O-:40].[Na+].S([O-])([O-])=O.[Na+].[Na+].C(O)(=O)[CH2:49][C:50]([CH2:55]C(O)=O)([C:52](O)=O)O. The catalyst class is: 10. (5) Product: [C:25]([C:23]1[C:22]([C:27]2[CH:32]=[CH:31][C:30]([C:33]3[N:38]=[C:37]([C:39]([F:42])([F:41])[F:40])[CH:36]=[CH:35][N:34]=3)=[CH:29][CH:28]=2)=[N:21][N:20]([CH:18]([O:17][C:15]([O:14][C:11]([CH3:12])([CH3:13])[CH2:10][C:9]([OH:43])=[O:8])=[O:16])[CH3:19])[N:24]=1)#[N:26]. The catalyst class is: 99. Reactant: C([O:8][C:9](=[O:43])[CH2:10][C:11]([O:14][C:15]([O:17][CH:18]([N:20]1[N:24]=[C:23]([C:25]#[N:26])[C:22]([C:27]2[CH:32]=[CH:31][C:30]([C:33]3[N:38]=[C:37]([C:39]([F:42])([F:41])[F:40])[CH:36]=[CH:35][N:34]=3)=[CH:29][CH:28]=2)=[N:21]1)[CH3:19])=[O:16])([CH3:13])[CH3:12])C1C=CC=CC=1.